Task: Regression. Given two drug SMILES strings and cell line genomic features, predict the synergy score measuring deviation from expected non-interaction effect.. Dataset: NCI-60 drug combinations with 297,098 pairs across 59 cell lines (1) Drug 1: CC1=C(C=C(C=C1)NC(=O)C2=CC=C(C=C2)CN3CCN(CC3)C)NC4=NC=CC(=N4)C5=CN=CC=C5. Drug 2: CS(=O)(=O)CCNCC1=CC=C(O1)C2=CC3=C(C=C2)N=CN=C3NC4=CC(=C(C=C4)OCC5=CC(=CC=C5)F)Cl. Cell line: T-47D. Synergy scores: CSS=5.33, Synergy_ZIP=1.65, Synergy_Bliss=7.43, Synergy_Loewe=-4.13, Synergy_HSA=-3.24. (2) Drug 1: CC1CCC2CC(C(=CC=CC=CC(CC(C(=O)C(C(C(=CC(C(=O)CC(OC(=O)C3CCCCN3C(=O)C(=O)C1(O2)O)C(C)CC4CCC(C(C4)OC)O)C)C)O)OC)C)C)C)OC. Drug 2: CC12CCC3C(C1CCC2O)C(CC4=C3C=CC(=C4)O)CCCCCCCCCS(=O)CCCC(C(F)(F)F)(F)F. Cell line: KM12. Synergy scores: CSS=-1.32, Synergy_ZIP=1.76, Synergy_Bliss=1.82, Synergy_Loewe=-6.39, Synergy_HSA=-4.13. (3) Synergy scores: CSS=30.0, Synergy_ZIP=-9.84, Synergy_Bliss=-12.9, Synergy_Loewe=-12.0, Synergy_HSA=-5.78. Drug 2: C1C(C(OC1N2C=C(C(=O)NC2=O)F)CO)O. Drug 1: C1=NC2=C(N1)C(=S)N=C(N2)N. Cell line: SW-620.